Predict the product of the given reaction. From a dataset of Forward reaction prediction with 1.9M reactions from USPTO patents (1976-2016). (1) Given the reactants Br[C:2]1[CH:7]=[CH:6][C:5]([CH3:8])=[CH:4][C:3]=1[F:9].C(OCC)(=O)C.[CH3:16][N:17](C=O)C, predict the reaction product. The product is: [C:16]([C:2]1[CH:7]=[CH:6][C:5]([CH3:8])=[CH:4][C:3]=1[F:9])#[N:17]. (2) Given the reactants [Br:1][C:2]1[CH:3]=[CH:4][C:5]([OH:10])=[C:6]([CH:9]=1)[C:7]#[N:8].C1(P(C2C=CC=CC=2)C2C=CC=CC=2)C=CC=CC=1.O[C@@H:31]1[CH2:36][CH2:35][CH2:34][CH2:33][C@H:32]1[NH:37][C:38](=[O:44])[O:39][C:40]([CH3:43])([CH3:42])[CH3:41].N(C(OCC)=O)=NC(OCC)=O, predict the reaction product. The product is: [C:40]([O:39][C:38](=[O:44])[NH:37][C@@H:32]1[CH2:31][CH2:36][CH2:35][CH2:34][C@@H:33]1[O:10][C:5]1[CH:4]=[CH:3][C:2]([Br:1])=[CH:9][C:6]=1[C:7]#[N:8])([CH3:43])([CH3:41])[CH3:42].